Dataset: Merck oncology drug combination screen with 23,052 pairs across 39 cell lines. Task: Regression. Given two drug SMILES strings and cell line genomic features, predict the synergy score measuring deviation from expected non-interaction effect. (1) Drug 1: O=S1(=O)NC2(CN1CC(F)(F)F)C1CCC2Cc2cc(C=CCN3CCC(C(F)(F)F)CC3)ccc2C1. Drug 2: Cn1cc(-c2cnn3c(N)c(Br)c(C4CCCNC4)nc23)cn1. Cell line: MDAMB436. Synergy scores: synergy=9.42. (2) Drug 1: O=S1(=O)NC2(CN1CC(F)(F)F)C1CCC2Cc2cc(C=CCN3CCC(C(F)(F)F)CC3)ccc2C1. Drug 2: NC(=O)c1cccc2cn(-c3ccc(C4CCCNC4)cc3)nc12. Cell line: NCIH23. Synergy scores: synergy=21.9.